This data is from Catalyst prediction with 721,799 reactions and 888 catalyst types from USPTO. The task is: Predict which catalyst facilitates the given reaction. (1) Reactant: [F:1][C:2]1[CH:7]=[CH:6][C:5]([C:8]2[N:12]([CH2:13][CH2:14][C:15]3[CH:20]=[CH:19][CH:18]=[CH:17][CH:16]=3)[N:11]=[C:10]([CH3:21])[CH:9]=2)=[CH:4][CH:3]=1.[Br:22]N1C(=O)CCC1=O. Product: [Br:22][C:9]1[C:10]([CH3:21])=[N:11][N:12]([CH2:13][CH2:14][C:15]2[CH:16]=[CH:17][CH:18]=[CH:19][CH:20]=2)[C:8]=1[C:5]1[CH:4]=[CH:3][C:2]([F:1])=[CH:7][CH:6]=1. The catalyst class is: 10. (2) Reactant: [NH2:1][OH:2].[CH3:3][CH:4]([N:6]([C:10]1[CH:15]=[CH:14][CH:13]=[CH:12][CH:11]=1)[C:7](Cl)=[O:8])[CH3:5]. Product: [OH:2][NH:1][C:7](=[O:8])[N:6]([CH:4]([CH3:5])[CH3:3])[C:10]1[CH:15]=[CH:14][CH:13]=[CH:12][CH:11]=1. The catalyst class is: 1. (3) Reactant: [CH3:1][Mg]Br.[Br:4][C:5]1[N:10]=[C:9]([C:11](=[O:13])[CH3:12])[CH:8]=[CH:7][CH:6]=1.O. Product: [Br:4][C:5]1[N:10]=[C:9]([C:11]([OH:13])([CH3:1])[CH3:12])[CH:8]=[CH:7][CH:6]=1. The catalyst class is: 54. (4) Reactant: N1C=CN=C1.C(O[C:10]1[CH:30]=[CH:29][C:13]([C:14]2[CH2:15][O:16][C:17]3[C:22]([CH:23]=2)=[CH:21][CH:20]=[C:19](OC(=O)C)[C:18]=3C)=[CH:12][CH:11]=1)(=O)C. Product: [O:16]1[C:17]2[C:22](=[CH:21][CH:20]=[CH:19][CH:18]=2)[CH:23]=[C:14]([C:13]2[CH:29]=[CH:30][CH:10]=[CH:11][CH:12]=2)[CH2:15]1. The catalyst class is: 8.